Predict the reactants needed to synthesize the given product. From a dataset of Full USPTO retrosynthesis dataset with 1.9M reactions from patents (1976-2016). (1) The reactants are: [CH:1]1([C:4]2[N:5]=[CH:6][C:7]([O:10][C@H:11]3[CH2:15][N:14](C(OC(C)(C)C)=O)[C@H:13]([CH2:23][NH:24][CH2:25][C:26]([O:28][CH3:29])=[O:27])[CH2:12]3)=[N:8][CH:9]=2)[CH2:3][CH2:2]1.[ClH:30]. Given the product [ClH:30].[CH:1]1([C:4]2[N:5]=[CH:6][C:7]([O:10][C@H:11]3[CH2:15][NH:14][C@H:13]([CH2:23][NH:24][CH2:25][C:26]([O:28][CH3:29])=[O:27])[CH2:12]3)=[N:8][CH:9]=2)[CH2:2][CH2:3]1, predict the reactants needed to synthesize it. (2) Given the product [C:20]([O:23][CH2:24][C:25]1[N:26]([C:27]2[CH:32]=[CH:31][C:30]([S:33]([F:38])([F:37])([F:36])([F:35])[F:34])=[CH:29][CH:28]=2)[N:46]=[N:45][N:44]=1)(=[O:22])[CH3:21], predict the reactants needed to synthesize it. The reactants are: C1(P(C2C=CC=CC=2)C2C=CC=CC=2)C=CC=CC=1.[C:20]([O:23][CH2:24][C:25](=O)[NH:26][C:27]1[CH:32]=[CH:31][C:30]([S:33]([F:38])([F:37])([F:36])([F:35])[F:34])=[CH:29][CH:28]=1)(=[O:22])[CH3:21].C[Si]([N:44]=[N+:45]=[N-:46])(C)C.